Dataset: Full USPTO retrosynthesis dataset with 1.9M reactions from patents (1976-2016). Task: Predict the reactants needed to synthesize the given product. (1) Given the product [CH2:1]([O:3][C:4]([C:6]1[C:7]([CH2:23][CH3:24])=[C:8]2[CH:14]=[CH:13][N:12]([CH2:15][C:16]3[CH:17]=[CH:18][C:19]([F:22])=[CH:20][CH:21]=3)[C:9]2=[CH:10][N:11]=1)=[O:5])[CH3:2], predict the reactants needed to synthesize it. The reactants are: [CH2:1]([O:3][C:4]([C:6]1[C:7]([C:23]#[CH:24])=[C:8]2[CH:14]=[CH:13][N:12]([CH2:15][C:16]3[CH:21]=[CH:20][C:19]([F:22])=[CH:18][CH:17]=3)[C:9]2=[CH:10][N:11]=1)=[O:5])[CH3:2]. (2) Given the product [CH2:1]([N:8]1[C:16]2[C:11](=[CH:12][C:13]([C:17]3[CH:22]=[CH:21][C:20]([O:23][C:24]([F:27])([F:25])[F:26])=[CH:19][CH:18]=3)=[CH:14][CH:15]=2)[C:10]([C:28](=[O:32])[C:29]([NH:59][CH2:58][C:57]([O:56][C:52]([CH3:55])([CH3:54])[CH3:53])=[O:60])=[O:30])=[CH:9]1)[C:2]1[CH:3]=[CH:4][CH:5]=[CH:6][CH:7]=1, predict the reactants needed to synthesize it. The reactants are: [CH2:1]([N:8]1[C:16]2[C:11](=[CH:12][C:13]([C:17]3[CH:22]=[CH:21][C:20]([O:23][C:24]([F:27])([F:26])[F:25])=[CH:19][CH:18]=3)=[CH:14][CH:15]=2)[C:10]([C:28](=[O:32])[C:29](O)=[O:30])=[CH:9]1)[C:2]1[CH:7]=[CH:6][CH:5]=[CH:4][CH:3]=1.O.ON1C2C=CC=CC=2N=N1.C(N(CC)CC)C.Cl.[C:52]([O:56][C:57](=[O:60])[CH2:58][NH2:59])([CH3:55])([CH3:54])[CH3:53].C1(N=C=NC2CCCCC2)CCCCC1. (3) The reactants are: [F:1][C:2]1[C:7]([F:8])=[CH:6][CH:5]=[CH:4][C:3]=1[CH:9]1[C:13]([CH3:14])=[C:12]([OH:15])[C:11](=[O:16])[N:10]1[C:17]1[CH:32]=[CH:31][C:20]2[N:21](C(OC(C)(C)C)=O)[CH:22]=[N:23][C:19]=2[CH:18]=1.[F:33][CH:34]([F:40])[C:35]([F:39])([F:38])[CH2:36]I. Given the product [F:38][C:35]([F:39])([CH:34]([F:40])[F:33])[CH2:36][O:15][C:12]1[C:11](=[O:16])[N:10]([C:17]2[CH:32]=[CH:31][C:20]3[NH:21][CH:22]=[N:23][C:19]=3[CH:18]=2)[CH:9]([C:3]2[CH:4]=[CH:5][CH:6]=[C:7]([F:8])[C:2]=2[F:1])[C:13]=1[CH3:14], predict the reactants needed to synthesize it. (4) Given the product [CH3:1][Si:2]([CH3:21])([CH3:20])[CH2:3][CH2:4][O:5][CH2:6][N:7]1[CH:11]=[C:10]([C:12]2[CH:13]=[CH:14][C:15]3[N:16]([C:28]([SH:29])=[N:19][N:18]=3)[N:17]=2)[CH:9]=[N:8]1, predict the reactants needed to synthesize it. The reactants are: [CH3:1][Si:2]([CH3:21])([CH3:20])[CH2:3][CH2:4][O:5][CH2:6][N:7]1[CH:11]=[C:10]([C:12]2[N:17]=[N:16][C:15]([NH:18][NH2:19])=[CH:14][CH:13]=2)[CH:9]=[N:8]1.C([O-])([O-])=O.[K+].[K+].[C:28](=S)=[S:29]. (5) Given the product [C:1]([O:4][C@H:5]1[C@H:24]([O:25][C:26](=[O:28])[CH3:27])[C@@H:23]([CH2:29][OH:30])[O:22][C@H:7]([O:8][CH2:9][CH2:10][NH:11][C:12]([O:14][CH2:15][C:16]2[CH:21]=[CH:20][CH:19]=[CH:18][CH:17]=2)=[O:13])[C@H:6]1[N:38]=[N+:39]=[N-:40])(=[O:3])[CH3:2], predict the reactants needed to synthesize it. The reactants are: [C:1]([O:4][C@H:5]1[C@H:24]([O:25][C:26](=[O:28])[CH3:27])[C@@H:23]([CH2:29][O:30][Si](C(C)(C)C)(C)C)[O:22][C@H:7]([O:8][CH2:9][CH2:10][NH:11][C:12]([O:14][CH2:15][C:16]2[CH:21]=[CH:20][CH:19]=[CH:18][CH:17]=2)=[O:13])[C@H:6]1[N:38]=[N+:39]=[N-:40])(=[O:3])[CH3:2]. (6) Given the product [CH2:1]([N:8]1[CH2:9][CH:10]([CH3:14])[CH:24]([OH:19])[CH:23]([OH:27])[CH2:26]1)[C:2]1[CH:7]=[CH:6][CH:5]=[CH:4][CH:3]=1, predict the reactants needed to synthesize it. The reactants are: [CH2:1]([N:8]1CC=C[CH:10]([CH3:14])[CH2:9]1)[C:2]1[CH:7]=[CH:6][CH:5]=[CH:4][CH:3]=1.C[N+]1([O-])CC[O:19]CC1.[C:23]([OH:27])([CH3:26])(C)[CH3:24].S(=O)(O)[O-].[Na+].